This data is from Reaction yield outcomes from USPTO patents with 853,638 reactions. The task is: Predict the reaction yield, written as a fraction of the theoretical maximum amount of product (1.0 means a 100% yield; for example, 0.34 means a 34% yield). (1) The reactants are Cl[CH2:2][C:3]([NH:5][C:6]1[CH:11]=[CH:10][CH:9]=[CH:8][C:7]=1[CH:12]=O)=[O:4].[OH2:14].[OH-].[K+]. The catalyst is CO. The product is [OH:4][C:3]1[C:2]([OH:14])=[CH:12][C:7]2[C:6](=[CH:11][CH:10]=[CH:9][CH:8]=2)[N:5]=1. The yield is 0.260. (2) The reactants are Br[CH2:2][C:3]([C:5]1[CH:6]=[C:7]([CH:11]=[CH:12][CH:13]=1)[C:8]([OH:10])=[O:9])=O.[NH2:14][C:15]([NH2:17])=[S:16]. The catalyst is CCO.O. The product is [NH2:17][C:15]1[S:16][CH:2]=[C:3]([C:5]2[CH:6]=[C:7]([CH:11]=[CH:12][CH:13]=2)[C:8]([OH:10])=[O:9])[N:14]=1. The yield is 0.860. (3) The product is [F:1][C:2]1[C:14]([NH:15][CH2:16][C:17]2[CH:22]=[C:21]([C:23]3[CH:28]=[CH:27][CH:26]=[C:25]([F:29])[CH:24]=3)[CH:20]=[C:19]([CH3:30])[C:18]=2[OH:31])=[C:13]([F:33])[CH:12]=[CH:11][C:3]=1[O:4][CH2:5][C:6]([O:8][CH2:9][CH3:10])=[O:7]. The yield is 0.490. The reactants are [F:1][C:2]1[C:14]([NH:15][CH2:16][C:17]2[CH:22]=[C:21]([C:23]3[CH:28]=[CH:27][CH:26]=[C:25]([F:29])[CH:24]=3)[CH:20]=[C:19]([CH3:30])[C:18]=2[O:31]C)=[C:13]([F:33])[CH:12]=[CH:11][C:3]=1[O:4][CH2:5][C:6]([O:8][CH2:9][CH3:10])=[O:7].[Al+3].[Cl-].[Cl-].[Cl-].CCS. The catalyst is C(Cl)Cl.